Predict the reaction yield, written as a fraction of the theoretical maximum amount of product (1.0 means a 100% yield; for example, 0.34 means a 34% yield). From a dataset of Reaction yield outcomes from USPTO patents with 853,638 reactions. (1) The reactants are [CH2:1]([OH:6])[CH:2]([OH:5])[CH2:3][CH3:4].CN(C)C=O.[Si:12](Cl)([C:15]([CH3:18])([CH3:17])[CH3:16])([CH3:14])[CH3:13].N1C=CN=C1. The catalyst is ClCCl. The product is [Si:12]([O:6][CH2:1][CH:2]([OH:5])[CH2:3][CH3:4])([C:15]([CH3:18])([CH3:17])[CH3:16])([CH3:14])[CH3:13]. The yield is 0.450. (2) The reactants are [OH:1][C:2]1[CH:7]=[CH:6][C:5](B(O)O)=[CH:4][CH:3]=1.Br[C:12]1[CH:17]=[CH:16][C:15]([S:18]([CH3:21])(=[O:20])=[O:19])=[CH:14][C:13]=1[F:22].C([O-])([O-])=O.[Na+].[Na+]. The catalyst is COCCOC.C1C=CC([P]([Pd]([P](C2C=CC=CC=2)(C2C=CC=CC=2)C2C=CC=CC=2)([P](C2C=CC=CC=2)(C2C=CC=CC=2)C2C=CC=CC=2)[P](C2C=CC=CC=2)(C2C=CC=CC=2)C2C=CC=CC=2)(C2C=CC=CC=2)C2C=CC=CC=2)=CC=1. The product is [F:22][C:13]1[CH:14]=[C:15]([S:18]([CH3:21])(=[O:20])=[O:19])[CH:16]=[CH:17][C:12]=1[C:5]1[CH:6]=[CH:7][C:2]([OH:1])=[CH:3][CH:4]=1. The yield is 0.650. (3) The reactants are [CH2:1]([O:8][C:9]1[CH:18]=[C:17]2[C:12]([C:13]([N:20]3[CH2:24][CH2:23][C@@H:22]([OH:25])[CH2:21]3)=[CH:14][C:15]([CH3:19])=[N:16]2)=[CH:11][CH:10]=1)[C:2]1[CH:7]=[CH:6][CH:5]=[CH:4][CH:3]=1.[CH3:26]C(C)([O-])C.[K+].CI. The catalyst is C1COCC1. The product is [CH2:1]([O:8][C:9]1[CH:18]=[C:17]2[C:12]([C:13]([N:20]3[CH2:24][CH2:23][C@@H:22]([O:25][CH3:26])[CH2:21]3)=[CH:14][C:15]([CH3:19])=[N:16]2)=[CH:11][CH:10]=1)[C:2]1[CH:3]=[CH:4][CH:5]=[CH:6][CH:7]=1. The yield is 0.945. (4) The reactants are C(OC([N:8]1[CH2:11][CH:10]([N:12]([C:14]2[CH:15]=[C:16]3[C:25](=[CH:26][C:27]=2[CH3:28])[O:24][CH2:23][C:22]2[N:17]3[CH:18]([CH3:30])[C:19](=[O:29])[NH:20][N:21]=2)[CH3:13])[CH2:9]1)=O)(C)(C)C.[C:31]([OH:37])([C:33]([F:36])([F:35])[F:34])=[O:32]. The catalyst is C(Cl)Cl. The product is [F:34][C:33]([F:36])([F:35])[C:31]([OH:37])=[O:32].[NH:8]1[CH2:9][CH:10]([N:12]([CH3:13])[C:14]2[CH:15]=[C:16]3[C:25](=[CH:26][C:27]=2[CH3:28])[O:24][CH2:23][C:22]2[N:17]3[CH:18]([CH3:30])[C:19](=[O:29])[NH:20][N:21]=2)[CH2:11]1. The yield is 0.560. (5) The yield is 0.690. The product is [NH2:16][C:14]1[CH:13]=[CH:12][C:8]([C:9]([NH2:11])=[O:10])=[C:7]([F:6])[CH:15]=1. The catalyst is C(O)C. The reactants are [Sn](Cl)(Cl)(Cl)Cl.[F:6][C:7]1[CH:15]=[C:14]([N+:16]([O-])=O)[CH:13]=[CH:12][C:8]=1[C:9]([NH2:11])=[O:10]. (6) The reactants are [OH:1][C:2]1[CH:3]=[C:4]2[C:8](=[CH:9][CH:10]=1)[N:7]([CH:11]1[CH2:16][CH2:15][CH2:14][CH2:13][O:12]1)[N:6]=[C:5]2[CH:17]=[O:18].I[CH2:20][CH:21]([CH3:23])[CH3:22].C(=O)([O-])[O-].[Cs+].[Cs+]. The catalyst is CN(C)C=O. The product is [CH2:20]([O:1][C:2]1[CH:3]=[C:4]2[C:8](=[CH:9][CH:10]=1)[N:7]([CH:11]1[CH2:16][CH2:15][CH2:14][CH2:13][O:12]1)[N:6]=[C:5]2[CH:17]=[O:18])[CH:21]([CH3:23])[CH3:22]. The yield is 0.350. (7) The reactants are Br[CH2:2][C:3](=O)[C:4]([O:6][CH2:7][CH3:8])=[O:5].[NH2:10][C:11]([NH2:13])=[O:12]. The product is [NH2:13][C:11]1[O:12][CH:2]=[C:3]([C:4]([O:6][CH2:7][CH3:8])=[O:5])[N:10]=1. The catalyst is CCO. The yield is 0.850. (8) The reactants are [CH3:1][N:2]1[CH:6]=[C:5]([C:7]2[CH:8]=[C:9]3[C:14](=[CH:15][CH:16]=2)[N:13]([C:17]2[C:21]4[CH2:22][NH:23][CH2:24][CH2:25][C:20]=4[N:19]([C@H:26]4[CH2:30][CH2:29][O:28][CH2:27]4)[N:18]=2)[CH2:12][CH2:11][CH2:10]3)[CH:4]=[N:3]1.[CH3:31][N:32]([CH3:36])[C:33](Cl)=[O:34].C(N(CC)CC)C. The catalyst is CN(C=O)C. The product is [CH3:31][N:32]([CH3:36])[C:33]([N:23]1[CH2:24][CH2:25][C:20]2[N:19]([C@H:26]3[CH2:30][CH2:29][O:28][CH2:27]3)[N:18]=[C:17]([N:13]3[C:14]4[C:9](=[CH:8][C:7]([C:5]5[CH:4]=[N:3][N:2]([CH3:1])[CH:6]=5)=[CH:16][CH:15]=4)[CH2:10][CH2:11][CH2:12]3)[C:21]=2[CH2:22]1)=[O:34]. The yield is 0.460. (9) The reactants are [CH3:1][N:2]1[CH2:23][C:8]23[CH2:9][CH2:10][CH:11]4[CH:20]([CH:7]2[CH2:6][CH2:5][CH:4]3[CH:3]1[CH3:24])[CH2:19][CH:18]=[C:17]1[C:12]4([CH3:22])[CH2:13][CH2:14][CH:15]([OH:21])[CH2:16]1.[F:25][C:26]1[CH:31]=[CH:30][C:29]([CH2:32][C:33](O)=[O:34])=[CH:28][CH:27]=1.C1(N=C=NC2CCCCC2)CCCCC1. The catalyst is CN(C)C1C=CN=CC=1.C1COCC1. The product is [CH3:1][N:2]1[CH2:23][C:8]23[CH2:9][CH2:10][CH:11]4[CH:20]([CH:7]2[CH2:6][CH2:5][CH:4]3[CH:3]1[CH3:24])[CH2:19][CH:18]=[C:17]1[C:12]4([CH3:22])[CH2:13][CH2:14][CH:15]([O:21][C:33](=[O:34])[CH2:32][C:29]2[CH:30]=[CH:31][C:26]([F:25])=[CH:27][CH:28]=2)[CH2:16]1. The yield is 0.870.